Predict the product of the given reaction. From a dataset of Forward reaction prediction with 1.9M reactions from USPTO patents (1976-2016). Given the reactants Cl[C:2]1[CH:7]=[C:6]([CH3:8])[C:5]([N+:9]([O-:11])=[O:10])=[CH:4][N:3]=1.[CH2:12]([NH:19][CH2:20][C:21]1[CH:26]=[CH:25][CH:24]=[CH:23][CH:22]=1)[C:13]1[CH:18]=[CH:17][CH:16]=[CH:15][CH:14]=1.C(=O)([O-])[O-].[Na+].[Na+].Cl, predict the reaction product. The product is: [CH2:20]([N:19]([CH2:12][C:13]1[CH:18]=[CH:17][CH:16]=[CH:15][CH:14]=1)[C:2]1[CH:7]=[C:6]([CH3:8])[C:5]([N+:9]([O-:11])=[O:10])=[CH:4][N:3]=1)[C:21]1[CH:26]=[CH:25][CH:24]=[CH:23][CH:22]=1.